This data is from Forward reaction prediction with 1.9M reactions from USPTO patents (1976-2016). The task is: Predict the product of the given reaction. (1) The product is: [C:2]([C@@H:4]1[CH2:8][C@H:7]([F:9])[CH2:6][N:5]1[C:10]([N:18]1[CH2:23][CH2:22][CH2:21][C@@H:20]([NH:24][C:25]2[CH:30]=[CH:29][N:28]=[C:27]([C:31]3[N:35]4[CH:36]=[C:37]([C:40]#[N:41])[CH:38]=[CH:39][C:34]4=[N:33][CH:32]=3)[N:26]=2)[CH2:19]1)=[O:11])#[N:3]. Given the reactants [I-].[C:2]([C@@H:4]1[CH2:8][C@H:7]([F:9])[CH2:6][N:5]1[C:10](N1C=C[N+](C)=C1)=[O:11])#[N:3].[NH:18]1[CH2:23][CH2:22][CH2:21][C@@H:20]([NH:24][C:25]2[CH:30]=[CH:29][N:28]=[C:27]([C:31]3[N:35]4[CH:36]=[C:37]([C:40]#[N:41])[CH:38]=[CH:39][C:34]4=[N:33][CH:32]=3)[N:26]=2)[CH2:19]1.C(N(CC)CC)C, predict the reaction product. (2) Given the reactants [CH3:1][O:2][C:3]1[CH:4]=[C:5]2[C:10](=[CH:11][CH:12]=1)[O:9][CH2:8][CH2:7][C:6]2=O.Cl.[NH2:15][OH:16].C([O-])(=O)C.[Na+], predict the reaction product. The product is: [CH3:1][O:2][C:3]1[CH:4]=[C:5]2[C:10](=[CH:11][CH:12]=1)[O:9][CH2:8][CH2:7][C:6]2=[N:15][OH:16]. (3) Given the reactants [CH3:1][O:2][C:3]1[CH:4]=[C:5]2[C:10](=[CH:11][C:12]=1OC)[C:9](=O)[CH2:8][CH2:7][CH2:6]2.[NH3:16].C(O)C.[BH4-].[Na+], predict the reaction product. The product is: [CH3:1][O:2][C:3]1[CH:4]=[C:5]2[C:10](=[CH:11][CH:12]=1)[CH:9]([NH2:16])[CH2:8][CH2:7][CH2:6]2. (4) Given the reactants [Li+].CC([N-]C(C)C)C.[Br:9][C:10]1[CH:11]=[CH:12][C:13]([O:16][CH3:17])=[N:14][CH:15]=1.CN([CH:21]=[O:22])C.O, predict the reaction product. The product is: [Br:9][C:10]1[C:11]([CH:21]=[O:22])=[CH:12][C:13]([O:16][CH3:17])=[N:14][CH:15]=1. (5) Given the reactants [CH2:1]([Br:4])[CH:2]=[CH2:3].C(NCC)C.[CH2:10]([N:13]([CH2:16][CH3:17])[CH2:14][CH3:15])[CH:11]=[CH2:12], predict the reaction product. The product is: [Br-:4].[CH2:1]([N+:13]([CH2:10][CH:11]=[CH2:12])([CH2:16][CH3:17])[CH2:14][CH3:15])[CH:2]=[CH2:3]. (6) Given the reactants C(N(CC)C(C)C)(C)C.[C:10]([N:17]1[CH2:24][CH2:23][CH2:22][C@H:18]1[C:19]([OH:21])=O)([O:12][C:13]([CH3:16])([CH3:15])[CH3:14])=[O:11].CN(C(ON1N=NC2C=CC=NC1=2)=[N+](C)C)C.F[P-](F)(F)(F)(F)F.Cl.[NH2:50][CH2:51][C:52]([C:54]1[CH:59]=[CH:58][C:57]([Br:60])=[CH:56][CH:55]=1)=[O:53], predict the reaction product. The product is: [Br:60][C:57]1[CH:56]=[CH:55][C:54]([C:52](=[O:53])[CH2:51][NH:50][C:19]([C@@H:18]2[CH2:22][CH2:23][CH2:24][N:17]2[C:10]([O:12][C:13]([CH3:14])([CH3:15])[CH3:16])=[O:11])=[O:21])=[CH:59][CH:58]=1. (7) Given the reactants [NH2:1][C@H:2]([CH:11]1[CH2:13][CH2:12]1)[C:3]([NH:5][CH2:6][C:7](OC)=[O:8])=[O:4].CCN(CC)CC, predict the reaction product. The product is: [CH:11]1([C@H:2]2[NH:1][C:7](=[O:8])[CH2:6][NH:5][C:3]2=[O:4])[CH2:13][CH2:12]1. (8) Given the reactants [O:1]=[C:2]1[CH2:7][O:6][C:5]2[CH:8]=[CH:9][C:10]([CH2:12][C:13]([O:15]C)=[O:14])=[CH:11][C:4]=2[NH:3]1.[OH-].[Na+], predict the reaction product. The product is: [O:1]=[C:2]1[CH2:7][O:6][C:5]2[CH:8]=[CH:9][C:10]([CH2:12][C:13]([OH:15])=[O:14])=[CH:11][C:4]=2[NH:3]1. (9) Given the reactants [CH3:1][O:2][C:3]1[CH:4]=[N:5][C:6]([N:9]2[C:18](=[O:19])[C:17]3[C:12](=[CH:13][C:14]([C:20]([OH:22])=O)=[CH:15][CH:16]=3)[NH:11][C:10]2=[S:23])=[N:7][CH:8]=1.[Cl:24][C:25]1[CH:26]=[C:27]([CH:30]=[CH:31][CH:32]=1)[CH2:28][NH2:29].CCN(C(C)C)C(C)C.CN(C(ON1N=NC2C=CC=NC1=2)=[N+](C)C)C.F[P-](F)(F)(F)(F)F, predict the reaction product. The product is: [Cl:24][C:25]1[CH:26]=[C:27]([CH:30]=[CH:31][CH:32]=1)[CH2:28][NH:29][C:20]([C:14]1[CH:13]=[C:12]2[C:17]([C:18](=[O:19])[N:9]([C:6]3[N:5]=[CH:4][C:3]([O:2][CH3:1])=[CH:8][N:7]=3)[C:10](=[S:23])[NH:11]2)=[CH:16][CH:15]=1)=[O:22].